This data is from Forward reaction prediction with 1.9M reactions from USPTO patents (1976-2016). The task is: Predict the product of the given reaction. The product is: [NH3:3].[CH:11]([N:8]1[CH:7]=[N:6][C:5]2[C:9]1=[N:10][C:2]([N:37]1[CH2:38][CH2:39][C@H:35]([NH:34][C:33](=[O:40])[O:32][C:28]([CH3:30])([CH3:29])[CH3:31])[CH2:36]1)=[N:3][C:4]=2[NH:14][C:15]1[CH:20]=[CH:19][C:18]([N:21]2[CH2:26][CH2:25][N:24]([CH3:27])[CH2:23][CH2:22]2)=[CH:17][CH:16]=1)([CH3:13])[CH3:12]. Given the reactants Cl[C:2]1[N:10]=[C:9]2[C:5]([N:6]=[CH:7][N:8]2[CH:11]([CH3:13])[CH3:12])=[C:4]([NH:14][C:15]2[CH:20]=[CH:19][C:18]([N:21]3[CH2:26][CH2:25][N:24]([CH3:27])[CH2:23][CH2:22]3)=[CH:17][CH:16]=2)[N:3]=1.[C:28]([O:32][C:33](=[O:40])[NH:34][C@H:35]1[CH2:39][CH2:38][NH:37][CH2:36]1)([CH3:31])([CH3:30])[CH3:29].C([O-])([O-])=O.[Cs+].[Cs+].C(OCC)(=O)C, predict the reaction product.